Dataset: Forward reaction prediction with 1.9M reactions from USPTO patents (1976-2016). Task: Predict the product of the given reaction. (1) Given the reactants [N:1]1([C:6]2[CH:32]=[CH:31][C:9]3[N:10]([C:13]4[CH:14]=[C:15]([NH:27]C(=O)C)[CH:16]=[C:17]([C:19]5[CH:24]=[CH:23][C:22]([F:25])=[CH:21][C:20]=5[F:26])[CH:18]=4)[CH:11]=[N:12][C:8]=3[CH:7]=2)[CH:5]=[CH:4][CH:3]=[N:2]1.[CH:33]1([S:36](Cl)(=[O:38])=[O:37])[CH2:35][CH2:34]1, predict the reaction product. The product is: [N:1]1([C:6]2[CH:32]=[CH:31][C:9]3[N:10]([C:13]4[CH:14]=[C:15]([NH:27][S:36]([CH:33]5[CH2:35][CH2:34]5)(=[O:38])=[O:37])[CH:16]=[C:17]([C:19]5[CH:24]=[CH:23][C:22]([F:25])=[CH:21][C:20]=5[F:26])[CH:18]=4)[CH:11]=[N:12][C:8]=3[CH:7]=2)[CH:5]=[CH:4][CH:3]=[N:2]1. (2) Given the reactants [Cl:1][C:2]1[CH:3]=[C:4]2[CH:10]=[C:9]([C:11]([OH:13])=O)[NH:8][C:5]2=[CH:6][N:7]=1.[C:14]([O:18][C:19]([CH3:22])([CH3:21])[CH3:20])(=[O:17])[NH:15][NH2:16].CCN(C(C)C)C(C)C.C1C=CC2N(O)N=NC=2C=1.CCN=C=NCCCN(C)C, predict the reaction product. The product is: [C:19]([O:18][C:14]([NH:15][NH:16][C:11]([C:9]1[NH:8][C:5]2=[CH:6][N:7]=[C:2]([Cl:1])[CH:3]=[C:4]2[CH:10]=1)=[O:13])=[O:17])([CH3:22])([CH3:21])[CH3:20]. (3) Given the reactants [Cl:1][C:2]1[CH:7]=[CH:6][C:5]([S:8]([NH:11][CH:12]([C:16]2[CH:21]=[C:20]([F:22])[CH:19]=[C:18]([F:23])[CH:17]=2)[C:13]([NH2:15])=[O:14])(=[O:10])=[O:9])=[CH:4][CH:3]=1.CC(OC(/N=N/C(OC(C)C)=O)=O)C.O[CH2:39][C:40]1[CH:52]=[CH:51][C:43]([C:44]([O:46][C:47]([CH3:50])([CH3:49])[CH3:48])=[O:45])=[CH:42][CH:41]=1.C1(P(C2C=CC=CC=2)C2C=CC=CC=2)C=CC=CC=1, predict the reaction product. The product is: [Cl:1][C:2]1[CH:7]=[CH:6][C:5]([S:8]([N:11]([CH2:39][C:40]2[CH:41]=[CH:42][C:43]([C:44]([O:46][C:47]([CH3:50])([CH3:49])[CH3:48])=[O:45])=[CH:51][CH:52]=2)[CH:12]([C:16]2[CH:17]=[C:18]([F:23])[CH:19]=[C:20]([F:22])[CH:21]=2)[C:13]([NH2:15])=[O:14])(=[O:9])=[O:10])=[CH:4][CH:3]=1. (4) Given the reactants [NH:1]1[CH:5]=[CH:4][N:3]=[C:2]1[CH2:6][NH:7][CH2:8][C:9]1[CH:31]=[CH:30][C:12]([CH2:13][O:14][C:15]2[CH:20]=[CH:19][C:18]([CH2:21][CH2:22][N:23]([CH2:27][CH2:28][CH3:29])[CH2:24][CH2:25][CH3:26])=[CH:17][CH:16]=2)=[CH:11][CH:10]=1.C([BH3-])#N.[Na+].C(O)(=O)C.[NH:40]1[CH:44]=[CH:43][N:42]=[C:41]1[CH:45]=O, predict the reaction product. The product is: [NH:1]1[CH:5]=[CH:4][N:3]=[C:2]1[CH2:6][N:7]([CH2:8][C:9]1[CH:31]=[CH:30][C:12]([CH2:13][O:14][C:15]2[CH:20]=[CH:19][C:18]([CH2:21][CH2:22][N:23]([CH2:27][CH2:28][CH3:29])[CH2:24][CH2:25][CH3:26])=[CH:17][CH:16]=2)=[CH:11][CH:10]=1)[CH2:45][C:41]1[NH:40][CH:44]=[CH:43][N:42]=1. (5) Given the reactants [Br:1][C:2]1[CH:3]=[C:4]([NH2:9])[C:5]([NH2:8])=[CH:6][CH:7]=1.[N:10]#[C:11]Br, predict the reaction product. The product is: [Br:1][C:2]1[CH:7]=[CH:6][C:5]2[N:8]=[C:11]([NH2:10])[NH:9][C:4]=2[CH:3]=1.